From a dataset of Full USPTO retrosynthesis dataset with 1.9M reactions from patents (1976-2016). Predict the reactants needed to synthesize the given product. Given the product [C:29]([C:30]1[CH:40]=[C:35]([CH2:41][N:7]2[C:2]([OH:1])=[C:3]([C:17]([NH:19][CH2:20][C:21]([OH:23])=[O:22])=[O:18])[C:4](=[O:16])[N:5]([CH2:9][C:10]3[CH:15]=[CH:14][CH:13]=[CH:12][CH:11]=3)[C:6]2=[O:8])[CH:36]=[CH:37][CH:38]=1)#[N:26], predict the reactants needed to synthesize it. The reactants are: [OH:1][C:2]1[NH:7][C:6](=[O:8])[N:5]([CH2:9][C:10]2[CH:15]=[CH:14][CH:13]=[CH:12][CH:11]=2)[C:4](=[O:16])[C:3]=1[C:17]([NH:19][CH2:20][C:21]([O:23]CC)=[O:22])=[O:18].[N:26]([CH2:29][C:30](OCC)=O)=C=O.[C:35]1([CH2:41]N2C(=O)CC(=O)NC2=O)[CH:40]=C[CH:38]=[CH:37][CH:36]=1.C(N(C(C)C)C(C)C)C.